Task: Regression. Given a peptide amino acid sequence and an MHC pseudo amino acid sequence, predict their binding affinity value. This is MHC class I binding data.. Dataset: Peptide-MHC class I binding affinity with 185,985 pairs from IEDB/IMGT (1) The peptide sequence is YLREHIRAM. The MHC is HLA-C04:01 with pseudo-sequence HLA-C04:01. The binding affinity (normalized) is 0.213. (2) The peptide sequence is FQPQNGQVI. The MHC is H-2-Kb with pseudo-sequence H-2-Kb. The binding affinity (normalized) is 0.0258. (3) The peptide sequence is TLLGLILFV. The MHC is HLA-A11:01 with pseudo-sequence HLA-A11:01. The binding affinity (normalized) is 0.0321. (4) The peptide sequence is LYSFALMLI. The MHC is HLA-B40:01 with pseudo-sequence HLA-B40:01. The binding affinity (normalized) is 0.213.